Dataset: CYP2C9 inhibition data for predicting drug metabolism from PubChem BioAssay. Task: Regression/Classification. Given a drug SMILES string, predict its absorption, distribution, metabolism, or excretion properties. Task type varies by dataset: regression for continuous measurements (e.g., permeability, clearance, half-life) or binary classification for categorical outcomes (e.g., BBB penetration, CYP inhibition). Dataset: cyp2c9_veith. (1) The molecule is CC(=O)N1CCC[C@@]2(CCN(c3ccncc3)C2)C1. The result is 0 (non-inhibitor). (2) The compound is CC(C)n1c(/C=C\[C@@H](O)C[C@@H](O)CC(=O)[O-])c(-c2ccc(F)cc2)c2ccccc21.[Na+]. The result is 1 (inhibitor). (3) The compound is Cc1c(/N=C/c2ccco2)n(Cc2ccccc2)c2ccccc12. The result is 1 (inhibitor). (4) The drug is CC(C)CC(=O)Nc1sc2c(c1C#N)CC(C)(C)NC2(C)C. The result is 0 (non-inhibitor).